Predict the reactants needed to synthesize the given product. From a dataset of Full USPTO retrosynthesis dataset with 1.9M reactions from patents (1976-2016). (1) Given the product [CH2:34]([N:4]([CH2:1][CH2:2][CH3:3])[C:5]1[N:6]([CH3:33])[C:7](=[O:32])[C:8]2[C:13]([C:14]3[C:15]([CH3:22])=[CH:16][C:17]([CH3:21])=[CH:18][C:19]=3[CH3:20])=[CH:12][NH:11][C:9]=2[N:10]=1)[CH2:35][CH3:36], predict the reactants needed to synthesize it. The reactants are: [CH2:1]([N:4]([CH2:34][CH2:35][CH3:36])[C:5]1[N:6]([CH3:33])[C:7](=[O:32])[C:8]2[C:13]([C:14]3[C:19]([CH3:20])=[CH:18][C:17]([CH3:21])=[CH:16][C:15]=3[CH3:22])=[CH:12][N:11](CC3C=CC(OC)=CC=3)[C:9]=2[N:10]=1)[CH2:2][CH3:3].C(=O)([O-])O.[Na+]. (2) The reactants are: [C:1]([OH:12])(=O)[CH2:2][CH2:3][CH2:4][CH2:5][CH2:6][CH2:7][CH2:8][CH2:9][CH3:10].CN(C=O)C.C(Cl)(=O)C(Cl)=O.[Br:24][C:25]1[CH:31]=[CH:30][CH:29]=[CH:28][C:26]=1[NH2:27].CCN(CC)CC. Given the product [Br:24][C:25]1[CH:31]=[CH:30][CH:29]=[CH:28][C:26]=1[NH:27][C:1](=[O:12])[CH2:2][CH2:3][CH2:4][CH2:5][CH2:6][CH2:7][CH2:8][CH2:9][CH3:10], predict the reactants needed to synthesize it. (3) The reactants are: N1C2C(=CC=C3C=2N=CC=C3)C=CC=1.C(=O)([O-])[O-].[Cs+].[Cs+].[Br:21][C:22]1[C:27]([CH3:28])=[CH:26][CH:25]=[CH:24][C:23]=1I.[O:30]1[CH2:34][CH2:33][CH:32]([OH:35])[CH2:31]1. Given the product [Br:21][C:22]1[C:27]([CH3:28])=[CH:26][CH:25]=[CH:24][C:23]=1[O:35][CH:32]1[CH2:33][CH2:34][O:30][CH2:31]1, predict the reactants needed to synthesize it. (4) Given the product [Na+:34].[S:29]1[CH:30]=[CH:31][C:27]([C:24]2[CH:23]=[CH:22][C:21]([CH2:20][C:17]3[CH:18]=[CH:19][C:14]([O:13][CH2:12][C@@H:8]4[CH2:9][CH2:10][CH2:11][N:7]4[CH2:6][CH2:5][CH2:4][C:3]([O-:32])=[O:2])=[CH:15][CH:16]=3)=[CH:26][CH:25]=2)=[CH:28]1, predict the reactants needed to synthesize it. The reactants are: C[O:2][C:3](=[O:32])[CH2:4][CH2:5][CH2:6][N:7]1[CH2:11][CH2:10][CH2:9][C@H:8]1[CH2:12][O:13][C:14]1[CH:19]=[CH:18][C:17]([CH2:20][C:21]2[CH:26]=[CH:25][C:24]([C:27]3[CH:31]=[CH:30][S:29][CH:28]=3)=[CH:23][CH:22]=2)=[CH:16][CH:15]=1.[OH-].[Na+:34]. (5) Given the product [Cl:1][C:2]1[CH:7]=[CH:6][CH:5]=[C:4]([Cl:8])[C:3]=1[N:9]1[C:14](=[O:15])[CH:13]=[CH:12][C:11]([C:18]([O:20][CH3:21])=[O:19])=[CH:10]1, predict the reactants needed to synthesize it. The reactants are: [Cl:1][C:2]1[CH:7]=[CH:6][CH:5]=[C:4]([Cl:8])[C:3]=1[NH:9]/[CH:10]=[C:11](\[C:18]([O:20][CH3:21])=[O:19])/[CH:12]=[CH:13]/[C:14](OC)=[O:15].C[O-].[Na+].Cl. (6) Given the product [CH3:5][N:1]([CH3:2])[C:6]1([C:10]#[N:11])[CH2:7][CH2:12][CH2:9]1, predict the reactants needed to synthesize it. The reactants are: [N:1]1([C:6]2([C:10]#[N:11])[CH2:9]O[CH2:7]2)[CH2:5]CC[CH2:2]1.[C:12]1(=O)CCC1.Cl.CNC. (7) Given the product [Br:1][C:2]1[CH:3]=[CH:4][C:5]([CH2:6][S:7]([CH:10]=[CH2:11])(=[O:9])=[O:8])=[CH:13][CH:14]=1, predict the reactants needed to synthesize it. The reactants are: [Br:1][C:2]1[CH:14]=[CH:13][C:5]([CH2:6][S:7]([CH2:10][CH2:11]O)(=[O:9])=[O:8])=[CH:4][CH:3]=1.C(N(CC)CC)C.CS(Cl)(=O)=O.C(=O)([O-])O.[Na+].